This data is from Forward reaction prediction with 1.9M reactions from USPTO patents (1976-2016). The task is: Predict the product of the given reaction. (1) The product is: [N:1]([S:2]([C:5]1[C:6]([C:11]([O:13][CH3:14])=[O:12])=[CH:7][S:8][C:9]=1[CH3:10])(=[O:4])=[O:3])=[C:20]=[O:21]. Given the reactants [NH2:1][S:2]([C:5]1[C:6]([C:11]([O:13][CH3:14])=[O:12])=[CH:7][S:8][C:9]=1[CH3:10])(=[O:4])=[O:3].C(N=[C:20]=[O:21])CCC.C(Cl)(Cl)=O, predict the reaction product. (2) Given the reactants [CH3:1][O:2][C:3]1[CH:4]=[C:5]2[C:10](=[CH:11][C:12]=1[O:13][CH2:14][CH2:15][O:16][CH3:17])[N:9]=[CH:8][N:7]=[C:6]2[S:18][C:19]1[CH:20]=[C:21]([CH:23]=[CH:24][CH:25]=1)[NH2:22].[CH:26]([C:29]1[O:33][N:32]=[C:31]([NH:34][C:35](=[O:43])OC2C=CC=CC=2)[CH:30]=1)([CH3:28])[CH3:27].[CH2:44](OCC)[CH3:45], predict the reaction product. The product is: [CH:26]1([C:29]2[O:33][N:32]=[C:31]([NH:34][C:35]([NH:22][C:21]3[CH:23]=[CH:24][CH:25]=[C:19]([S:18][C:6]4[C:5]5[C:10](=[CH:11][C:12]([O:13][CH2:14][CH2:15][O:16][CH3:17])=[C:3]([O:2][CH3:1])[CH:4]=5)[N:9]=[CH:8][N:7]=4)[CH:20]=3)=[O:43])[CH:30]=2)[CH2:27][CH2:45][CH2:44][CH2:28]1. (3) Given the reactants [H-].[Na+].[NH2:3][C:4]1[N:9]=[C:8]([N:10]([CH3:17])[C:11]2[CH:16]=[CH:15][CH:14]=[CH:13][CH:12]=2)[N:7]=[C:6]([C:18]2[N:22]=[C:21]([N:23]3[CH2:26][CH:25]([OH:27])[CH2:24]3)[O:20][N:19]=2)[N:5]=1.CS(O[CH:33]([CH3:35])[CH3:34])(=O)=O, predict the reaction product. The product is: [CH:33]([O:27][CH:25]1[CH2:24][N:23]([C:21]2[O:20][N:19]=[C:18]([C:6]3[N:7]=[C:8]([N:10]([CH3:17])[C:11]4[CH:12]=[CH:13][CH:14]=[CH:15][CH:16]=4)[N:9]=[C:4]([NH2:3])[N:5]=3)[N:22]=2)[CH2:26]1)([CH3:35])[CH3:34]. (4) Given the reactants [Br:1][C:2]1[N:3]([CH2:11][O:12][CH3:13])[C:4](Br)=[C:5]([N+:7]([O-:9])=[O:8])[N:6]=1.S([O-])([O-])=O.[Na+].[Na+].CN(C)C=O.C(=O)([O-])O.[Na+], predict the reaction product. The product is: [Br:1][C:2]1[N:3]([CH2:11][O:12][CH3:13])[CH:4]=[C:5]([N+:7]([O-:9])=[O:8])[N:6]=1. (5) Given the reactants [N+:1]([C:4]1[CH:24]=[CH:23][CH:22]=[CH:21][C:5]=1[NH:6][C:7]1[S:11][C:10]2[CH:12]=[CH:13][C:14]([CH3:16])=[CH:15][C:9]=2[C:8]=1[C:17]([O:19][CH3:20])=[O:18])([O-])=O.[H][H], predict the reaction product. The product is: [NH2:1][C:4]1[CH:24]=[CH:23][CH:22]=[CH:21][C:5]=1[NH:6][C:7]1[S:11][C:10]2[CH:12]=[CH:13][C:14]([CH3:16])=[CH:15][C:9]=2[C:8]=1[C:17]([O:19][CH3:20])=[O:18]. (6) Given the reactants [CH3:1][O:2][C:3]1[CH:27]=[C:26]([O:28][CH3:29])[CH:25]=[CH:24][C:4]=1[CH2:5][N:6]1[C:9](=[O:10])[C@@H:8]([NH:11][C:12](=[O:21])[O:13][CH2:14][C:15]2[CH:20]=[CH:19][CH:18]=[CH:17][CH:16]=2)[C@H:7]1[CH2:22]O.[Si:30]([O:37][CH2:38][C:39]1[N:40]=[N:41][NH:42][CH:43]=1)([C:33]([CH3:36])([CH3:35])[CH3:34])([CH3:32])[CH3:31].C1C=CC(P(C2C=CC=CC=2)C2C=CC=CC=2)=CC=1.CC(OC(/N=N/C(OC(C)C)=O)=O)C, predict the reaction product. The product is: [Si:30]([O:37][CH2:38][C:39]1[CH:43]=[N:42][N:41]([CH2:22][C@@H:7]2[C@H:8]([NH:11][C:12](=[O:21])[O:13][CH2:14][C:15]3[CH:20]=[CH:19][CH:18]=[CH:17][CH:16]=3)[C:9](=[O:10])[N:6]2[CH2:5][C:4]2[CH:24]=[CH:25][C:26]([O:28][CH3:29])=[CH:27][C:3]=2[O:2][CH3:1])[N:40]=1)([C:33]([CH3:36])([CH3:34])[CH3:35])([CH3:32])[CH3:31]. (7) Given the reactants Br[C:2]1[C:10]2[O:9][CH2:8][C@@H:7]([N:11]([C:26](=[O:31])[C:27]([F:30])([F:29])[F:28])[C:12]3[CH:25]=[CH:24][C:15]4[C@H:16]([CH2:19][C:20]([O:22][CH3:23])=[O:21])[CH2:17][O:18][C:14]=4[CH:13]=3)[C:6]=2[CH:5]=[CH:4][CH:3]=1.[NH2:32][C:33]1[CH:40]=[CH:39][C:36]([C:37]#[N:38])=[CH:35][CH:34]=1.C(=O)([O-])[O-].[Cs+].[Cs+], predict the reaction product. The product is: [C:37]([C:36]1[CH:39]=[CH:40][C:33]([NH:32][C:2]2[C:10]3[O:9][CH2:8][C@@H:7]([N:11]([C:26](=[O:31])[C:27]([F:30])([F:29])[F:28])[C:12]4[CH:25]=[CH:24][C:15]5[C@H:16]([CH2:19][C:20]([O:22][CH3:23])=[O:21])[CH2:17][O:18][C:14]=5[CH:13]=4)[C:6]=3[CH:5]=[CH:4][CH:3]=2)=[CH:34][CH:35]=1)#[N:38].